From a dataset of Full USPTO retrosynthesis dataset with 1.9M reactions from patents (1976-2016). Predict the reactants needed to synthesize the given product. (1) Given the product [CH3:28][C:26]1[C:25]([C:24]([O:30][C:31]([CH3:34])([CH3:33])[CH3:32])=[O:29])=[C:4]([C:6]2[CH:11]=[CH:10][CH:9]=[CH:8][CH:7]=2)[C:3]2[C:2](=[CH:15][CH:14]=[C:13]([N+:16]([O-:18])=[O:17])[CH:12]=2)[N:1]=1, predict the reactants needed to synthesize it. The reactants are: [NH2:1][C:2]1[CH:15]=[CH:14][C:13]([N+:16]([O-:18])=[O:17])=[CH:12][C:3]=1[C:4]([C:6]1[CH:11]=[CH:10][CH:9]=[CH:8][CH:7]=1)=O.NS(O)(=O)=O.[C:24]([O:30][C:31]([CH3:34])([CH3:33])[CH3:32])(=[O:29])[CH2:25][C:26]([CH3:28])=O. (2) Given the product [CH2:1]([N:4]1[CH2:5][CH2:6][N:7]([C:10]2[N:11]=[CH:12][C:13]([NH2:16])=[CH:14][CH:15]=2)[CH2:8][CH2:9]1)[CH:2]=[CH2:3], predict the reactants needed to synthesize it. The reactants are: [CH2:1]([N:4]1[CH2:9][CH2:8][N:7]([C:10]2[CH:15]=[CH:14][C:13]([N+:16]([O-])=O)=[CH:12][N:11]=2)[CH2:6][CH2:5]1)[CH:2]=[CH2:3].O.O.[Sn](Cl)Cl. (3) Given the product [CH3:22][O:3][C:1]([C:4]1[CH:5]=[C:6]([CH:17]=[CH:18][C:19]=1[O:43][CH3:44])[O:7][C:8]1[CH:13]=[CH:12][C:11]([N+:14]([O-:16])=[O:15])=[CH:10][CH:9]=1)=[O:2], predict the reactants needed to synthesize it. The reactants are: [C:1]([C:4]1[CH:5]=[C:6]([CH:17]=[CH:18][C:19]=1O)[O:7][C:8]1[CH:13]=[CH:12][C:11]([N+:14]([O-:16])=[O:15])=[CH:10][CH:9]=1)([OH:3])=[O:2].O[C:22]1C=CC(O)=CC=1C(O)=O.C([O-])([O-])=O.[K+].[K+].S([O:43][CH3:44])(OC)(=O)=O. (4) Given the product [C:1]([O:5][C:6](=[O:40])[NH:7][C:8]1([C:12]2[CH:17]=[CH:16][C:15]([C:18]3[C:27]([C:28]4[CH:33]=[CH:32][CH:31]=[CH:30][CH:29]=4)=[CH:26][C:25]4[C:24]5=[N:44][NH:45][C:35]([NH:42][CH3:41])=[C:23]5[CH2:22][CH2:21][C:20]=4[N:19]=3)=[CH:14][CH:13]=2)[CH2:9][CH2:10][CH2:11]1)([CH3:2])([CH3:4])[CH3:3], predict the reactants needed to synthesize it. The reactants are: [C:1]([O:5][C:6](=[O:40])[NH:7][C:8]1([C:12]2[CH:17]=[CH:16][C:15]([C:18]3[C:27]([C:28]4[CH:33]=[CH:32][CH:31]=[CH:30][CH:29]=4)=[CH:26][C:25]4[C:24](=O)[C:23](=[C:35](SC)SC)[CH2:22][CH2:21][C:20]=4[N:19]=3)=[CH:14][CH:13]=2)[CH2:11][CH2:10][CH2:9]1)([CH3:4])([CH3:3])[CH3:2].[CH3:41][NH2:42].O.[NH2:44][NH2:45]. (5) Given the product [C:28]1([CH:7]([C:1]2[CH:2]=[CH:3][CH:4]=[CH:5][CH:6]=2)[N:8]2[C:16]3[C:11](=[CH:12][CH:13]=[CH:14][CH:15]=3)[C:10]([C:17]3[C:25]([OH:26])=[CH:24][C:20]4[CH2:21][CH2:22][O:23][C:19]=4[CH:18]=3)([CH2:34][OH:35])[C:9]2=[O:27])[CH:33]=[CH:32][CH:31]=[CH:30][CH:29]=1, predict the reactants needed to synthesize it. The reactants are: [C:1]1([CH:7]([C:28]2[CH:33]=[CH:32][CH:31]=[CH:30][CH:29]=2)[N:8]2[C:16]3[C:11](=[CH:12][CH:13]=[CH:14][CH:15]=3)[CH:10]([C:17]3[C:25]([OH:26])=[CH:24][C:20]4[CH2:21][CH2:22][O:23][C:19]=4[CH:18]=3)[C:9]2=[O:27])[CH:6]=[CH:5][CH:4]=[CH:3][CH:2]=1.[CH2:34]=[O:35].C(NC(C)C)(C)C. (6) Given the product [CH3:22][C:19]1[CH:20]=[CH:21][C:16]([C:5]2[N:4]3[CH:23]=[CH:24][N:25]=[C:3]3[C:2]([CH:26]=[CH2:27])=[N:7][C:6]=2[C:8]2[CH:15]=[CH:14][C:11]([C:12]#[N:13])=[CH:10][CH:9]=2)=[CH:17][CH:18]=1, predict the reactants needed to synthesize it. The reactants are: Cl[C:2]1[C:3]2[N:4]([CH:23]=[CH:24][N:25]=2)[C:5]([C:16]2[CH:21]=[CH:20][C:19]([CH3:22])=[CH:18][CH:17]=2)=[C:6]([C:8]2[CH:15]=[CH:14][C:11]([C:12]#[N:13])=[CH:10][CH:9]=2)[N:7]=1.[CH3:26][C:27]1(C)C(C)(C)OB(C=C)O1.C(=O)([O-])[O-].[Na+].[Na+].ClCCl.